This data is from Forward reaction prediction with 1.9M reactions from USPTO patents (1976-2016). The task is: Predict the product of the given reaction. (1) Given the reactants [CH2:1]([O:3][C:4](=[O:24])[C:5]1[CH:10]=[CH:9][CH:8]=[C:7]([S:11][C:12]2[C:20]3[C:15](=[C:16]([F:22])[C:17]([Cl:21])=[CH:18][CH:19]=3)[NH:14][C:13]=2[CH3:23])[CH:6]=1)[CH3:2].[CH2:25]([N:27]1[CH:31]=[CH:30][C:29](I)=[N:28]1)[CH3:26], predict the reaction product. The product is: [CH2:1]([O:3][C:4](=[O:24])[C:5]1[CH:10]=[CH:9][CH:8]=[C:7]([S:11][C:12]2[C:20]3[C:15](=[C:16]([F:22])[C:17]([Cl:21])=[CH:18][CH:19]=3)[N:14]([C:29]3[CH:30]=[CH:31][N:27]([CH2:25][CH3:26])[N:28]=3)[C:13]=2[CH3:23])[CH:6]=1)[CH3:2]. (2) Given the reactants [ClH:1].[NH2:2][C@@H:3]1[CH2:5][C@H:4]1[C:6]1[CH:7]=[C:8]([C:12]([NH:14][CH:15]2[CH2:20][CH2:19][C:18]([F:22])([F:21])[CH2:17][CH2:16]2)=[O:13])[S:9][C:10]=1[CH3:11].C(=O)([O-])O.[Na+].[O:28]1[CH2:33][CH2:32][CH:31]([CH:34]=O)[CH2:30][CH2:29]1.[BH4-].[Na+], predict the reaction product. The product is: [ClH:1].[F:21][C:18]1([F:22])[CH2:19][CH2:20][CH:15]([NH:14][C:12]([C:8]2[S:9][C:10]([CH3:11])=[C:6]([C@@H:4]3[CH2:5][C@H:3]3[NH:2][CH2:34][CH:31]3[CH2:32][CH2:33][O:28][CH2:29][CH2:30]3)[CH:7]=2)=[O:13])[CH2:16][CH2:17]1.